This data is from Full USPTO retrosynthesis dataset with 1.9M reactions from patents (1976-2016). The task is: Predict the reactants needed to synthesize the given product. (1) Given the product [CH3:1][O:2][C:3]1[CH:8]=[C:7]([N:9]2[CH2:14][CH2:13][CH:12]([N:15]3[CH2:20][CH2:19][O:18][CH2:17][CH2:16]3)[CH2:11][CH2:10]2)[CH:6]=[CH:5][C:4]=1[NH:21][C:25]1[N:30]=[CH:29][C:28]2=[CH:31][CH:32]=[C:33]([N:34]3[CH:38]=[CH:37][CH:36]=[N:35]3)[N:27]2[N:26]=1, predict the reactants needed to synthesize it. The reactants are: [CH3:1][O:2][C:3]1[CH:8]=[C:7]([N:9]2[CH2:14][CH2:13][CH:12]([N:15]3[CH2:20][CH2:19][O:18][CH2:17][CH2:16]3)[CH2:11][CH2:10]2)[CH:6]=[CH:5][C:4]=1[NH2:21].CS([C:25]1[N:30]=[CH:29][C:28]2=[CH:31][CH:32]=[C:33]([N:34]3[CH:38]=[CH:37][CH:36]=[N:35]3)[N:27]2[N:26]=1)=O.C(N(CC)C(C)C)(C)C.COCC(O)C. (2) Given the product [Cl:1][C:2]1[C:3]([N:8]2[CH2:9][CH2:10][N:11]([S:24]([C:14]3[C:23]4[C:18](=[CH:19][CH:20]=[CH:21][CH:22]=4)[CH:17]=[CH:16][CH:15]=3)(=[O:26])=[O:25])[CH2:12][CH2:13]2)=[N:4][CH:5]=[CH:6][CH:7]=1, predict the reactants needed to synthesize it. The reactants are: [Cl:1][C:2]1[C:3]([N:8]2[CH2:13][CH2:12][NH:11][CH2:10][CH2:9]2)=[N:4][CH:5]=[CH:6][CH:7]=1.[C:14]1([S:24](Cl)(=[O:26])=[O:25])[C:23]2[C:18](=[CH:19][CH:20]=[CH:21][CH:22]=2)[CH:17]=[CH:16][CH:15]=1.S(Cl)(Cl)(=O)=O.C(N(C(C)C)CC)(C)C. (3) Given the product [NH2:1][C:2]1[C:7]([F:8])=[C:6]([C:9]2[CH:14]=[CH:13][C:12]([Cl:15])=[C:11]([O:16][CH3:17])[C:10]=2[F:18])[N:5]=[C:4]([C:19]([O:21][CH2:24][C:25]2[CH:30]=[CH:29][C:28]([O:31][C:32]([F:33])([F:34])[F:35])=[CH:27][CH:26]=2)=[O:20])[C:3]=1[Cl:22], predict the reactants needed to synthesize it. The reactants are: [NH2:1][C:2]1[C:7]([F:8])=[C:6]([C:9]2[CH:14]=[CH:13][C:12]([Cl:15])=[C:11]([O:16][CH3:17])[C:10]=2[F:18])[N:5]=[C:4]([C:19]([OH:21])=[O:20])[C:3]=1[Cl:22].Br[CH2:24][C:25]1[CH:30]=[CH:29][C:28]([O:31][C:32]([F:35])([F:34])[F:33])=[CH:27][CH:26]=1.C([O-])([O-])=O.[K+].[K+].